From a dataset of Forward reaction prediction with 1.9M reactions from USPTO patents (1976-2016). Predict the product of the given reaction. (1) Given the reactants BrC1C=CC(NC(=CC([O-])=O)C(OC)=O)=C(OC)C=1.[CH3:20][O:21][C:22](=[O:44])[C:23]([NH:28][C:29]1[CH:34]=[CH:33][CH:32]=[C:31]([Br:35])[C:30]=1[O:36][CH2:37][C:38]1[CH:43]=[CH:42][CH:41]=[CH:40][CH:39]=1)=[CH:24][C:25]([O-:27])=O, predict the reaction product. The product is: [CH3:20][O:21][C:22]([C:23]1[CH:24]=[C:25]([OH:27])[C:34]2[C:29](=[C:30]([O:36][CH2:37][C:38]3[CH:43]=[CH:42][CH:41]=[CH:40][CH:39]=3)[C:31]([Br:35])=[CH:32][CH:33]=2)[N:28]=1)=[O:44]. (2) Given the reactants [F:1][CH:2]([F:29])[O:3][C:4]1[N:9]=[CH:8][C:7]([C:10]2[N:14]([CH3:15])[N:13]=[C:12]([C:16]([NH:18][C:19]3[C:24]([F:25])=[CH:23]C=[CH:21][C:20]=3[F:26])=[O:17])[CH:11]=2)=[C:6]([O:27][CH3:28])[CH:5]=1.FC1C=[N:33]C=C(F)C=1N.[Li+].C[Si]([N-][Si](C)(C)C)(C)C, predict the reaction product. The product is: [F:29][CH:2]([F:1])[O:3][C:4]1[N:9]=[CH:8][C:7]([C:10]2[N:14]([CH3:15])[N:13]=[C:12]([C:16]([NH:18][C:19]3[C:24]([F:25])=[CH:23][N:33]=[CH:21][C:20]=3[F:26])=[O:17])[CH:11]=2)=[C:6]([O:27][CH3:28])[CH:5]=1.